The task is: Predict the reactants needed to synthesize the given product.. This data is from Full USPTO retrosynthesis dataset with 1.9M reactions from patents (1976-2016). (1) Given the product [F:13][C:14]1[CH:15]=[C:16]2[C:20](=[CH:21][CH:22]=1)[NH:19][C:18](=[O:23])[C:17]2=[C:24]1[C:32]2[C:27](=[CH:28][C:29]([CH2:33][CH2:34][CH:35]=[O:36])=[CH:30][CH:31]=2)[CH2:26][O:25]1, predict the reactants needed to synthesize it. The reactants are: C(Cl)(=O)C(Cl)=O.ClCCl.ClCCl.[F:13][C:14]1[CH:15]=[C:16]2[C:20](=[CH:21][CH:22]=1)[NH:19][C:18](=[O:23])[C:17]2=[C:24]1[C:32]2[C:27](=[CH:28][C:29]([CH2:33][CH2:34][CH2:35][OH:36])=[CH:30][CH:31]=2)[CH2:26][O:25]1.C(N(CC)CC)C. (2) Given the product [CH2:25]([N:20]([CH2:22][CH3:23])[C:16]1[C:13]2[N:14]([CH3:15])[C:10]([CH2:9][C:2]3[C:3]([CH3:8])=[CH:4][C:5]([CH3:7])=[CH:6][C:1]=3[CH3:21])=[N:11][C:12]=2[CH:19]=[CH:18][CH:17]=1)[CH3:26], predict the reactants needed to synthesize it. The reactants are: [C:1]1([CH3:21])[CH:6]=[C:5]([CH3:7])[CH:4]=[C:3]([CH3:8])[C:2]=1[CH2:9][C:10]1[N:14]([CH3:15])[C:13]2[C:16]([NH2:20])=[CH:17][CH:18]=[CH:19][C:12]=2[N:11]=1.[CH:22](=O)[CH3:23].[C:25](O)(=O)[CH3:26].C(O[BH-](OC(=O)C)OC(=O)C)(=O)C.[Na+].C(=O)(O)[O-].[Na+].